This data is from Catalyst prediction with 721,799 reactions and 888 catalyst types from USPTO. The task is: Predict which catalyst facilitates the given reaction. (1) Reactant: C1(N=C=NC2CCCCC2)CCCCC1.[NH2:16][C:17]1[C:22]([C:23]([C:25]2[S:26][CH:27]=[CH:28][CH:29]=2)=[O:24])=[CH:21][CH:20]=[CH:19][N:18]=1.[C:30]([O:34][C:35]([NH:37][CH:38]([C:42]1[CH:47]=[CH:46][C:45]([F:48])=[CH:44][CH:43]=1)[C:39](O)=[O:40])=[O:36])([CH3:33])([CH3:32])[CH3:31]. Product: [F:48][C:45]1[CH:46]=[CH:47][C:42]([CH:38]([NH:37][C:35](=[O:36])[O:34][C:30]([CH3:32])([CH3:31])[CH3:33])[C:39](=[O:40])[NH:16][C:17]2[C:22]([C:23]([C:25]3[S:26][CH:27]=[CH:28][CH:29]=3)=[O:24])=[CH:21][CH:20]=[CH:19][N:18]=2)=[CH:43][CH:44]=1. The catalyst class is: 4. (2) The catalyst class is: 25. Reactant: C(OC([NH:8][CH2:9][C:10]1[CH:11]=[CH:12][C:13]([Cl:20])=[C:14]([CH:19]=1)[C:15]([O:17][CH3:18])=[O:16])=O)(C)(C)C.Cl. Product: [ClH:20].[NH2:8][CH2:9][C:10]1[CH:11]=[CH:12][C:13]([Cl:20])=[C:14]([CH:19]=1)[C:15]([O:17][CH3:18])=[O:16]. (3) Reactant: [CH3:1][C@:2]1([NH:21][C:22]2[CH:27]=[N:26][C:25]([C:28]([F:31])([F:30])[F:29])=[CH:24][N:23]=2)[CH2:6][CH2:5][CH2:4][C@@H:3]1[NH:7]C(=O)O[C@@H]1C[C@H](C)CC[C@H]1C(C)C.Br. Product: [CH3:1][C@:2]1([NH:21][C:22]2[CH:27]=[N:26][C:25]([C:28]([F:31])([F:29])[F:30])=[CH:24][N:23]=2)[CH2:6][CH2:5][CH2:4][C@@H:3]1[NH2:7]. The catalyst class is: 15. (4) Reactant: [H-].[Al+3].[Li+].[H-].[H-].[H-].[CH:7]1([NH:13][C:14](=O)[CH2:15][CH2:16][C:17]([F:20])([F:19])[F:18])[CH2:12][CH2:11][CH2:10][CH2:9][CH2:8]1. Product: [F:18][C:17]([F:19])([F:20])[CH2:16][CH2:15][CH2:14][NH:13][CH:7]1[CH2:12][CH2:11][CH2:10][CH2:9][CH2:8]1. The catalyst class is: 1. (5) Reactant: [C:1]([O:5][C:6](=[O:25])[NH:7][C:8]1[CH:13]=[C:12]([S:14]([CH3:17])(=[O:16])=[O:15])[CH:11]=[C:10]([C:18](=O)[CH2:19][CH2:20][CH:21]2[CH2:23][CH2:22]2)[CH:9]=1)([CH3:4])([CH3:3])[CH3:2].O.[NH2:27][NH2:28]. Product: [C:1]([O:5][C:6](=[O:25])[NH:7][C:8]1[CH:13]=[C:12]([S:14]([CH3:17])(=[O:16])=[O:15])[CH:11]=[C:10]([C:18]2[CH:19]=[C:20]([CH:21]3[CH2:23][CH2:22]3)[NH:28][N:27]=2)[CH:9]=1)([CH3:4])([CH3:3])[CH3:2]. The catalyst class is: 8. (6) Reactant: [CH3:1][C:2]1[O:11][C:5]2[N:6]=[CH:7][N:8]=[C:9](Cl)[C:4]=2[CH:3]=1.[CH3:12][S-:13].[Na+]. Product: [CH3:1][C:2]1[O:11][C:5]2[N:6]=[CH:7][N:8]=[C:9]([S:13][CH3:12])[C:4]=2[CH:3]=1. The catalyst class is: 10.